Dataset: Reaction yield outcomes from USPTO patents with 853,638 reactions. Task: Predict the reaction yield, written as a fraction of the theoretical maximum amount of product (1.0 means a 100% yield; for example, 0.34 means a 34% yield). The reactants are N1C(=O)C2N(C)C=NC=2N(C)[C:2]1=O.CCN(C1C=CC=CC=1)CC.[Cl:25][C:26]1[N:34]=[C:33]2[C:29]([NH:30][CH:31]=[N:32]2)=[C:28]([Cl:35])[N:27]=1.[I:36][CH3:37].[H-].[Na+]. The catalyst is CN(C)C=O. The product is [Cl:25][C:26]1[N:34]=[C:33]2[C:29]([N:30]([CH3:2])[CH:31]=[N:32]2)=[C:28]([Cl:35])[N:27]=1.[I:36][CH3:37]. The yield is 0.100.